From a dataset of Full USPTO retrosynthesis dataset with 1.9M reactions from patents (1976-2016). Predict the reactants needed to synthesize the given product. (1) Given the product [C:23]([C:22]1[CH:25]=[CH:26][C:19]([N:3]2[CH2:4][C:5]3([CH2:6][CH2:7][N:8]([C:11]([O:13][C:14]([CH3:17])([CH3:16])[CH3:15])=[O:12])[CH2:9][CH2:10]3)[C:2]2=[O:1])=[N:20][CH:21]=1)#[N:24], predict the reactants needed to synthesize it. The reactants are: [O:1]=[C:2]1[C:5]2([CH2:10][CH2:9][N:8]([C:11]([O:13][C:14]([CH3:17])([CH3:16])[CH3:15])=[O:12])[CH2:7][CH2:6]2)[CH2:4][NH:3]1.Cl[C:19]1[CH:26]=[CH:25][C:22]([C:23]#[N:24])=[CH:21][N:20]=1.C([O-])([O-])=O.[K+].[K+].CN(C=O)C. (2) Given the product [CH2:13]1[C:14]2[C:19](=[CH:18][CH:17]=[CH:16][CH:15]=2)[CH2:10][N:11]1[C:20]([Cl:22])=[O:21], predict the reactants needed to synthesize it. The reactants are: C1C2C(=CC=CC=2)CN1.[CH2:10]1[C:19]2[C:14](=[CH:15][CH:16]=[CH:17][CH:18]=2)[CH2:13]C[N:11]1[C:20]([Cl:22])=[O:21]. (3) Given the product [Br:1][C:2]1[C:11]([NH:12][C:14](=[O:15])[O:16][C:17]([CH3:20])([CH3:19])[CH3:18])=[CH:10][CH:9]=[C:8]2[C:3]=1[CH:4]=[CH:5][C:6]([CH3:13])=[N:7]2, predict the reactants needed to synthesize it. The reactants are: [Br:1][C:2]1[C:11]([NH2:12])=[CH:10][CH:9]=[C:8]2[C:3]=1[CH:4]=[CH:5][C:6]([CH3:13])=[N:7]2.[C:14](O[C:14]([O:16][C:17]([CH3:20])([CH3:19])[CH3:18])=[O:15])([O:16][C:17]([CH3:20])([CH3:19])[CH3:18])=[O:15]. (4) Given the product [Cl:10][CH:6]([CH2:5][CH2:4][CH2:3][O:2][CH3:1])[C:7](=[O:9])[CH3:8], predict the reactants needed to synthesize it. The reactants are: [CH3:1][O:2][CH2:3][CH2:4][CH2:5][CH2:6][C:7](=[O:9])[CH3:8].[Cl-:10].[Li+]. (5) Given the product [CH3:19][O:18][C:15]1[CH:14]=[CH:13][C:12]([N:7]2[C:6]([C:4]([OH:5])=[O:3])=[CH:10][C:9]([CH3:11])=[N:8]2)=[CH:17][CH:16]=1, predict the reactants needed to synthesize it. The reactants are: C([O:3][C:4]([C:6]1[N:7]([C:12]2[CH:17]=[CH:16][C:15]([O:18][CH3:19])=[CH:14][CH:13]=2)[N:8]=[C:9]([CH3:11])[CH:10]=1)=[O:5])C.[OH-].[Na+].Cl.